This data is from Ames mutagenicity test results for genotoxicity prediction. The task is: Regression/Classification. Given a drug SMILES string, predict its toxicity properties. Task type varies by dataset: regression for continuous values (e.g., LD50, hERG inhibition percentage) or binary classification for toxic/non-toxic outcomes (e.g., AMES mutagenicity, cardiotoxicity, hepatotoxicity). Dataset: ames. (1) The compound is ClCc1ccc(CCl)cc1. The result is 0 (non-mutagenic). (2) The compound is O=C(O)C(Cl)(Cl)Cl. The result is 0 (non-mutagenic).